From a dataset of Catalyst prediction with 721,799 reactions and 888 catalyst types from USPTO. Predict which catalyst facilitates the given reaction. (1) Reactant: [CH3:1][N:2]1[CH:6]=[CH:5][CH:4]=[N:3]1.C([Li])CCC.[C:12]([Si:16]([CH3:26])([CH3:25])[O:17][C@@H:18]1[CH2:24][CH2:23][C@H:22]2[C@H:20]([O:21]2)[CH2:19]1)([CH3:15])([CH3:14])[CH3:13]. Product: [Si:16]([O:17][C@@H:18]1[CH2:24][CH2:23][C@H:22]([OH:21])[C@@H:20]([C:6]2[N:2]([CH3:1])[N:3]=[CH:4][CH:5]=2)[CH2:19]1)([C:12]([CH3:15])([CH3:14])[CH3:13])([CH3:26])[CH3:25]. The catalyst class is: 1. (2) Reactant: COC1C=CC(C[N:8]2[C:14]3[C:15]4[C:20]([CH:21]=[CH:22][C:13]=3[C:12]([C:23]3[CH:28]=[CH:27][C:26]([N:29]5[C:33]([CH2:34][CH2:35][C:36]6[CH:41]=[CH:40][CH:39]=[CH:38][N:37]=6)=[N:32][N:31]=[N:30]5)=[CH:25][CH:24]=3)=[N:11][CH2:10][C:9]2=[O:42])=[CH:19][CH:18]=[CH:17][CH:16]=4)=CC=1.[Cl-].[Al+3].[Cl-].[Cl-].C(=O)([O-])O.[Na+]. Product: [N:37]1[CH:38]=[CH:39][CH:40]=[CH:41][C:36]=1[CH2:35][CH2:34][C:33]1[N:29]([C:26]2[CH:25]=[CH:24][C:23]([C:12]3[C:13]4[CH:22]=[CH:21][C:20]5[C:15](=[CH:16][CH:17]=[CH:18][CH:19]=5)[C:14]=4[NH:8][C:9](=[O:42])[CH2:10][N:11]=3)=[CH:28][CH:27]=2)[N:30]=[N:31][N:32]=1. The catalyst class is: 520. (3) Reactant: [F:1][CH:2]([F:34])[C:3]1[N:7]([C:8]2[N:13]=[C:12]([N:14]3[CH2:19][CH2:18][O:17][CH2:16][CH2:15]3)[N:11]=[C:10]([N:20]([CH3:27])[CH:21]3[CH2:26][CH2:25][NH:24][CH2:23][CH2:22]3)[N:9]=2)[C:6]2[CH:28]=[CH:29][CH:30]=[C:31]([O:32][CH3:33])[C:5]=2[N:4]=1.[Cl:35][CH2:36][S:37](Cl)(=[O:39])=[O:38].C([O-])([O-])=O.[K+].[K+]. Product: [Cl:35][CH2:36][S:37]([N:24]1[CH2:25][CH2:26][CH:21]([N:20]([CH3:27])[C:10]2[N:9]=[C:8]([N:7]3[C:6]4[CH:28]=[CH:29][CH:30]=[C:31]([O:32][CH3:33])[C:5]=4[N:4]=[C:3]3[CH:2]([F:1])[F:34])[N:13]=[C:12]([N:14]3[CH2:15][CH2:16][O:17][CH2:18][CH2:19]3)[N:11]=2)[CH2:22][CH2:23]1)(=[O:39])=[O:38]. The catalyst class is: 2. (4) Reactant: C([O:3][C:4](=[O:29])[CH:5]([C:11]1[C:12](=[O:28])[N:13]([C:17]2[CH:22]=[CH:21][C:20]([N+:23]([O-:25])=[O:24])=[CH:19][C:18]=2[O:26][CH3:27])[CH:14]=[CH:15][CH:16]=1)C(OCC)=O)C. Product: [CH3:27][O:26][C:18]1[CH:19]=[C:20]([N+:23]([O-:25])=[O:24])[CH:21]=[CH:22][C:17]=1[N:13]1[CH:14]=[CH:15][CH:16]=[C:11]([CH2:5][C:4]([OH:29])=[O:3])[C:12]1=[O:28]. The catalyst class is: 801. (5) Reactant: [C:1]([N:5]1[CH2:9][C@@H:8]([C:10]2[CH:15]=[CH:14][CH:13]=[CH:12][CH:11]=2)[N:7]([CH:16]2[CH2:21][CH2:20][N:19]([CH2:22][C:23]3[CH:24]=[CH:25][C:26]([O:29][C:30]4[CH:37]=[CH:36][C:33]([C:34]#[N:35])=[CH:32][CH:31]=4)=[N:27][CH:28]=3)[CH2:18][CH2:17]2)[C:6]1=[O:38])([CH3:4])([CH3:3])[CH3:2].[NH4+].[Cl-].[N-:41]=[N+:42]=[N-:43].[Na+]. Product: [C:1]([N:5]1[CH2:9][C@@H:8]([C:10]2[CH:11]=[CH:12][CH:13]=[CH:14][CH:15]=2)[N:7]([CH:16]2[CH2:17][CH2:18][N:19]([CH2:22][C:23]3[CH:28]=[N:27][C:26]([O:29][C:30]4[CH:37]=[CH:36][C:33]([C:34]5[N:41]=[N:42][NH:43][N:35]=5)=[CH:32][CH:31]=4)=[CH:25][CH:24]=3)[CH2:20][CH2:21]2)[C:6]1=[O:38])([CH3:4])([CH3:2])[CH3:3]. The catalyst class is: 3. (6) Reactant: C[O:2][C:3](=[O:32])[C@@H:4]([O:6][C:7]1[CH:16]=[CH:15][C:14]([F:17])=[C:13]2[C:8]=1[C:9]([O:28][CH:29]([F:31])[F:30])=[C:10]([CH2:20][C:21]1[CH:26]=[CH:25][C:24]([Cl:27])=[CH:23][CH:22]=1)[C:11]([CH2:18][CH3:19])=[N:12]2)[CH3:5].[OH-].[Na+]. Product: [Cl:27][C:24]1[CH:23]=[CH:22][C:21]([CH2:20][C:10]2[C:11]([CH2:18][CH3:19])=[N:12][C:13]3[C:8]([C:9]=2[O:28][CH:29]([F:31])[F:30])=[C:7]([O:6][C@@H:4]([CH3:5])[C:3]([OH:32])=[O:2])[CH:16]=[CH:15][C:14]=3[F:17])=[CH:26][CH:25]=1. The catalyst class is: 6. (7) Reactant: C([O:4][CH2:5][C:6]1[C:11]([C:12]2[CH:17]=[C:16]([NH:18][C:19]3[CH:24]=[CH:23][C:22]([CH:25]4[CH2:30][CH2:29][N:28]([CH3:31])[CH2:27][CH2:26]4)=[CH:21][N:20]=3)[C:15](=[O:32])[N:14]([CH3:33])[N:13]=2)=[CH:10][CH:9]=[CH:8][C:7]=1[N:34]1[N:43]=[CH:42][C:41]2[C:36](=[C:37]([F:48])[CH:38]=[C:39]([C:44]([CH3:47])([CH3:46])[CH3:45])[CH:40]=2)[C:35]1=[O:49])(=O)C.[OH-].[Na+]. Product: [C:44]([C:39]1[CH:40]=[C:41]2[C:36](=[C:37]([F:48])[CH:38]=1)[C:35](=[O:49])[N:34]([C:7]1[CH:8]=[CH:9][CH:10]=[C:11]([C:12]3[CH:17]=[C:16]([NH:18][C:19]4[N:20]=[CH:21][C:22]([CH:25]5[CH2:30][CH2:29][N:28]([CH3:31])[CH2:27][CH2:26]5)=[CH:23][CH:24]=4)[C:15](=[O:32])[N:14]([CH3:33])[N:13]=3)[C:6]=1[CH2:5][OH:4])[N:43]=[CH:42]2)([CH3:47])([CH3:45])[CH3:46]. The catalyst class is: 1. (8) Reactant: [H-].[Na+].[NH2:3][C:4]1[CH:9]=[CH:8][CH:7]=[CH:6][CH:5]=1.[Cl:10][C:11]1[CH:16]=[C:15]([N+:17]([O-:19])=[O:18])[CH:14]=[CH:13][C:12]=1F.Cl. Product: [Cl:10][C:11]1[CH:16]=[C:15]([N+:17]([O-:19])=[O:18])[CH:14]=[CH:13][C:12]=1[NH:3][C:4]1[CH:9]=[CH:8][CH:7]=[CH:6][CH:5]=1. The catalyst class is: 4. (9) Product: [ClH:25].[Cl:25][C:11]1[S:10][C:9]([NH:8][C:6](=[O:7])[N:5]([CH2:26][CH2:27][CH:28]([C:35]2[CH:36]=[CH:37][CH:38]=[CH:39][CH:40]=2)[C:29]2[CH:34]=[CH:33][CH:32]=[CH:31][CH:30]=2)[CH2:4][CH2:3][NH:2][S:48]([CH3:47])(=[O:50])=[O:49])=[N:13][C:12]=1[C:14]1[CH:15]=[CH:16][C:17]([NH:20][S:21]([CH3:24])(=[O:22])=[O:23])=[CH:18][CH:19]=1. Reactant: Cl.[NH2:2][CH2:3][CH2:4][N:5]([CH2:26][CH2:27][CH:28]([C:35]1[CH:40]=[CH:39][CH:38]=[CH:37][CH:36]=1)[C:29]1[CH:34]=[CH:33][CH:32]=[CH:31][CH:30]=1)[C:6]([NH:8][C:9]1[S:10][C:11]([Cl:25])=[C:12]([C:14]2[CH:19]=[CH:18][C:17]([NH:20][S:21]([CH3:24])(=[O:23])=[O:22])=[CH:16][CH:15]=2)[N:13]=1)=[O:7].N1C=CC=CC=1.[CH3:47][S:48](Cl)(=[O:50])=[O:49]. The catalyst class is: 2. (10) Reactant: [Br:1][C:2]1[N:3]=[C:4]([C:9]2[O:10][C:11]([C:14]3[CH:19]=[CH:18][C:17]([CH2:20]Br)=[CH:16][CH:15]=3)=[N:12][N:13]=2)[C:5]([NH2:8])=[N:6][CH:7]=1.C(=O)([O-])[O-].[Na+].[Na+].[CH3:28][NH2:29]. Product: [Br:1][C:2]1[N:3]=[C:4]([C:9]2[O:10][C:11]([C:14]3[CH:19]=[CH:18][C:17]([CH2:20][NH:29][CH3:28])=[CH:16][CH:15]=3)=[N:12][N:13]=2)[C:5]([NH2:8])=[N:6][CH:7]=1. The catalyst class is: 6.